This data is from Reaction yield outcomes from USPTO patents with 853,638 reactions. The task is: Predict the reaction yield, written as a fraction of the theoretical maximum amount of product (1.0 means a 100% yield; for example, 0.34 means a 34% yield). (1) The product is [F:1][C:2]1([F:22])[CH2:7][CH2:6][CH2:5][CH:4]([C:8]2[CH:13]=[CH:12][C:11]([OH:14])=[CH:10][C:9]=2[OH:18])[CH2:3]1. The catalyst is CO. The yield is 0.230. The reactants are [F:1][C:2]1([F:22])[CH2:7][CH2:6][CH2:5][CH:4]([C:8]2[CH:13]=[CH:12][C:11]([O:14]COC)=[CH:10][C:9]=2[O:18]COC)[CH2:3]1. (2) The reactants are [NH2:1][C:2]1[CH:7]=[CH:6][CH:5]=[CH:4][C:3]=1[C:8]1[NH:9][C:10]2[C:15]([CH:16]=1)=[CH:14][CH:13]=[CH:12][CH:11]=2.[OH:17][C:18]1[CH:19]=[C:20]([CH2:25][C:26](O)=[O:27])[CH:21]=[CH:22][C:23]=1[OH:24]. No catalyst specified. The product is [OH:17][C:18]1[CH:19]=[C:20]([CH2:25][C:26]([NH:1][C:2]2[CH:7]=[CH:6][CH:5]=[CH:4][C:3]=2[C:8]2[NH:9][C:10]3[C:15]([CH:16]=2)=[CH:14][CH:13]=[CH:12][CH:11]=3)=[O:27])[CH:21]=[CH:22][C:23]=1[OH:24]. The yield is 0.170. (3) The yield is 0.870. No catalyst specified. The product is [ClH:1].[ClH:15].[CH3:14][C:4]1[C:3]([CH2:2][NH:28][C:29]([SH:30])=[NH:31])=[C:8]([CH3:9])[C:7]([CH3:10])=[C:6]([CH3:11])[C:5]=1[CH2:12][NH:31][C:29]([SH:30])=[NH:28]. The reactants are [Cl:1][CH2:2][C:3]1[C:8]([CH3:9])=[C:7]([CH3:10])[C:6]([CH3:11])=[C:5]([CH2:12]Cl)[C:4]=1[CH3:14].[Cl:15]CC1C(C)=C(CCl)C(C)=CC=1C.[NH2:28][C:29]([NH2:31])=[S:30].